Dataset: Forward reaction prediction with 1.9M reactions from USPTO patents (1976-2016). Task: Predict the product of the given reaction. (1) Given the reactants [Br:1]Br.[N+:3]([C:6]1[CH:11]=[CH:10][C:9]([NH2:12])=[CH:8][C:7]=1[NH2:13])([O-:5])=[O:4], predict the reaction product. The product is: [BrH:1].[BrH:1].[Br:1][C:10]1[CH:11]=[C:6]([N+:3]([O-:5])=[O:4])[C:7]([NH2:13])=[CH:8][C:9]=1[NH2:12]. (2) Given the reactants [Cl:1][C:2]1[C:3]([O:10][CH:11]([CH3:13])[CH3:12])=[N:4][CH:5]=[C:6]([CH:9]=1)[C:7]#[N:8].[NH2:14][OH:15].CCOC(C)=O.CCCCCCC, predict the reaction product. The product is: [Cl:1][C:2]1[C:3]([O:10][CH:11]([CH3:13])[CH3:12])=[N:4][CH:5]=[C:6]([CH:9]=1)/[C:7](=[N:14]/[OH:15])/[NH2:8]. (3) The product is: [Cl:62][C:63]1[C:64]([F:75])=[C:65]([CH:68]=[C:69]([C:71]([F:73])([F:74])[F:72])[CH:70]=1)[CH2:66][N:48]1[CH2:49][CH2:50][CH2:51][C@@H:46]([O:45][C:32]2[C:31]([CH:28]3[CH2:29][CH2:30]3)=[CH:43][C:35]([C:36]([NH:38][S:39]([CH3:42])(=[O:41])=[O:40])=[O:37])=[C:34]([F:44])[CH:33]=2)[CH2:47]1. Given the reactants FC(F)(F)C(O)=O.C1(C2C(O[C@@H]3CCCNC3)=CC(F)=C(C=2)C(O)=O)CC1.[CH:28]1([C:31]2[C:32]([O:45][C@@H:46]3[CH2:51][CH2:50][CH2:49][NH:48][CH2:47]3)=[CH:33][C:34]([F:44])=[C:35]([CH:43]=2)[C:36]([NH:38][S:39]([CH3:42])(=[O:41])=[O:40])=[O:37])[CH2:30][CH2:29]1.ClC1C=C(C=C(Cl)C=1)C=O.[Cl:62][C:63]1[C:64]([F:75])=[C:65]([CH:68]=[C:69]([C:71]([F:74])([F:73])[F:72])[CH:70]=1)[CH:66]=O, predict the reaction product. (4) The product is: [Cl:1][C:2]1[CH:3]=[C:4]([C:8]2[N:9]=[CH:10][C:11]([NH2:14])=[CH:12][N:13]=2)[CH:5]=[CH:6][CH:7]=1. Given the reactants [Cl:1][C:2]1[CH:3]=[C:4]([C:8]2[N:13]=[CH:12][C:11]([N+:14]([O-])=O)=[CH:10][N:9]=2)[CH:5]=[CH:6][CH:7]=1.[NH4+].[Cl-], predict the reaction product. (5) The product is: [NH2:12][C:10]1[N:9]=[CH:8][N:7]=[C:6]2[N:5]([CH:16]([C:18]3[O:19][C:20](=[O:34])[C:21]4[C:26]([C:27]=3[C:28]3[CH:33]=[CH:32][CH:31]=[CH:30][CH:29]=3)=[CH:25][CH:24]=[CH:23][CH:22]=4)[CH3:17])[N:4]=[C:3]([C:2]([F:13])([F:1])[F:14])[C:11]=12. Given the reactants [F:1][C:2]([F:14])([F:13])[C:3]1[C:11]2[C:6](=[N:7][CH:8]=[N:9][C:10]=2[NH2:12])[NH:5][N:4]=1.Br[CH:16]([C:18]1[O:19][C:20](=[O:34])[C:21]2[C:26]([C:27]=1[C:28]1[CH:33]=[CH:32][CH:31]=[CH:30][CH:29]=1)=[CH:25][CH:24]=[CH:23][CH:22]=2)[CH3:17], predict the reaction product. (6) Given the reactants [OH:1][B:2]1[CH:7]([NH:8][C:9](=[O:16])[CH2:10][CH2:11][CH2:12][C:13](=[O:15])[CH3:14])[CH2:6][C:5]2[CH:17]=[CH:18][CH:19]=[C:20]([C:21]([OH:23])=[O:22])[C:4]=2[O:3]1.[CH2:24](O)[CH3:25], predict the reaction product. The product is: [CH2:24]([O:22][C:21]([C:20]1[C:4]2[O:3][B:2]([OH:1])[C@@H:7]([NH:8][C:9](=[O:16])[CH2:10][CH2:11][CH2:12][C:13](=[O:15])[CH3:14])[CH2:6][C:5]=2[CH:17]=[CH:18][CH:19]=1)=[O:23])[CH3:25]. (7) Given the reactants COC(=O)CC[CH2:6][CH2:7][CH2:8][CH:9]=[C:10]1[CH2:14][CH2:13][CH2:12][C:11]1=[O:15].Cl.[C:18](=O)(O)[O-].[Na+].[C:23]([O:26][CH2:27]C)(=[O:25])[CH3:24], predict the reaction product. The product is: [CH3:27][O:26][C:23](=[O:25])[CH2:24][CH2:6][CH2:7][CH2:8][CH:9]([C:10]1[C:11](=[O:15])[CH2:12][CH2:13][CH:14]=1)[CH3:18]. (8) Given the reactants C1CCCCC=1.O1CCCC1.B.[CH2:13]([N:20]([CH2:24][C:25]1[CH:30]=[C:29]([C:31]([F:34])([F:33])[F:32])[CH:28]=[CH:27][C:26]=1[C:35]1[C:36]([O:47][CH3:48])=[N:37][CH:38]=[C:39]([C:41]#[C:42][Si](C)(C)C)[CH:40]=1)[C:21](=[O:23])[CH3:22])[C:14]1[CH:19]=[CH:18][CH:17]=[CH:16][CH:15]=1.[OH-].[Na+].OO.Cl, predict the reaction product. The product is: [CH2:13]([N:20]([CH2:24][C:25]1[CH:30]=[C:29]([C:31]([F:32])([F:33])[F:34])[CH:28]=[CH:27][C:26]=1[C:35]1[C:36]([O:47][CH3:48])=[N:37][CH:38]=[C:39]([C:41]#[CH:42])[CH:40]=1)[C:21](=[O:23])[CH3:22])[C:14]1[CH:15]=[CH:16][CH:17]=[CH:18][CH:19]=1. (9) Given the reactants [Cl-].[Na+].[OH:3][C:4]1[C:11]([CH3:12])=[CH:10][C:7]([CH:8]=[O:9])=[C:6]([CH3:13])[CH:5]=1.[N+:14]([O-])([OH:16])=[O:15], predict the reaction product. The product is: [OH:3][C:4]1[C:11]([CH3:12])=[CH:10][C:7]([CH:8]=[O:9])=[C:6]([CH3:13])[C:5]=1[N+:14]([O-:16])=[O:15]. (10) Given the reactants [NH2:1][C:2]1[CH:24]=[C:23]([C:25]#[N:26])[CH:22]=[CH:21][C:3]=1[CH2:4][C:5]([O:18][CH2:19][CH3:20])([C:9]1[CH:14]=[CH:13][C:12]([O:15][CH3:16])=[CH:11][C:10]=1[F:17])[C:6]([NH2:8])=[O:7].I[CH2:28][C:29]([NH2:31])=[O:30].C(N(C(C)C)C(C)C)C, predict the reaction product. The product is: [C:29]([CH2:28][NH:1][C:2]1[CH:24]=[C:23]([C:25]#[N:26])[CH:22]=[CH:21][C:3]=1[CH2:4][C:5]([O:18][CH2:19][CH3:20])([C:9]1[CH:14]=[CH:13][C:12]([O:15][CH3:16])=[CH:11][C:10]=1[F:17])[C:6]([NH2:8])=[O:7])(=[O:30])[NH2:31].